From a dataset of Reaction yield outcomes from USPTO patents with 853,638 reactions. Predict the reaction yield, written as a fraction of the theoretical maximum amount of product (1.0 means a 100% yield; for example, 0.34 means a 34% yield). (1) The reactants are [Br:1][C:2]1[CH:3]=[C:4]([C:8]([OH:10])=[O:9])[O:5][C:6]=1[Br:7].S(=O)(=O)(O)O.[CH3:16]O. No catalyst specified. The product is [Br:1][C:2]1[CH:3]=[C:4]([C:8]([O:10][CH3:16])=[O:9])[O:5][C:6]=1[Br:7]. The yield is 0.920. (2) The reactants are [CH3:1][O:2][C:3]1[C:4](=[O:14])[N:5]([CH3:13])[C:6]([CH3:12])=[CH:7][C:8]=1[C:9]([OH:11])=[O:10].O[N:16]1[C:20](=[O:21])[CH2:19][CH2:18][C:17]1=[O:22].Cl.CN(C)CCCN=C=NCC. The catalyst is ClCCl. The product is [O:22]=[C:17]1[CH2:18][CH2:19][C:20](=[O:21])[N:16]1[O:10][C:9]([C:8]1[CH:7]=[C:6]([CH3:12])[N:5]([CH3:13])[C:4](=[O:14])[C:3]=1[O:2][CH3:1])=[O:11]. The yield is 0.980. (3) The reactants are [CH:1]([O:4][C:5]([C:7]1[CH:8]([C:35]2[CH:40]=[CH:39][CH:38]=[C:37]([N+:41]([O-:43])=[O:42])[CH:36]=2)[C:9]([C:15]([O:17][CH:18]2[CH2:21][N:20]([CH:22]([C:29]3[CH:34]=[CH:33][CH:32]=[CH:31][CH:30]=3)[C:23]3[CH:28]=[CH:27][CH:26]=[CH:25][CH:24]=3)[CH2:19]2)=[O:16])=[C:10]([NH2:14])[NH:11][C:12]=1[CH3:13])=[O:6])([CH3:3])[CH3:2].[S:44](=[O:48])(=[O:47])([OH:46])[OH:45]. The catalyst is CC(C)=O. The product is [S:44]([OH:48])([OH:47])(=[O:46])=[O:45].[CH:1]([O:4][C:5]([C:7]1[CH:8]([C:35]2[CH:40]=[CH:39][CH:38]=[C:37]([N+:41]([O-:43])=[O:42])[CH:36]=2)[C:9]([C:15]([O:17][CH:18]2[CH2:19][N:20]([CH:22]([C:29]3[CH:34]=[CH:33][CH:32]=[CH:31][CH:30]=3)[C:23]3[CH:28]=[CH:27][CH:26]=[CH:25][CH:24]=3)[CH2:21]2)=[O:16])=[C:10]([NH2:14])[NH:11][C:12]=1[CH3:13])=[O:6])([CH3:3])[CH3:2]. The yield is 0.920.